From a dataset of Peptide-MHC class I binding affinity with 185,985 pairs from IEDB/IMGT. Regression. Given a peptide amino acid sequence and an MHC pseudo amino acid sequence, predict their binding affinity value. This is MHC class I binding data. The peptide sequence is GQFDSMLAK. The MHC is HLA-B57:01 with pseudo-sequence HLA-B57:01. The binding affinity (normalized) is 0.0847.